Regression. Given a peptide amino acid sequence and an MHC pseudo amino acid sequence, predict their binding affinity value. This is MHC class I binding data. From a dataset of Peptide-MHC class I binding affinity with 185,985 pairs from IEDB/IMGT. (1) The peptide sequence is IGYPKPALL. The MHC is Mamu-B3901 with pseudo-sequence Mamu-B3901. The binding affinity (normalized) is 1.00. (2) The peptide sequence is NYTKFWYVNH. The MHC is HLA-A33:01 with pseudo-sequence HLA-A33:01. The binding affinity (normalized) is 0.630. (3) The peptide sequence is FVRELLTEV. The MHC is HLA-B58:01 with pseudo-sequence HLA-B58:01. The binding affinity (normalized) is 0.0847. (4) The peptide sequence is NATDTWVTY. The MHC is HLA-A01:01 with pseudo-sequence HLA-A01:01. The binding affinity (normalized) is 0.540. (5) The peptide sequence is ESPARLASAI. The MHC is HLA-A68:02 with pseudo-sequence HLA-A68:02. The binding affinity (normalized) is 0.425. (6) The peptide sequence is GLSFLNPEK. The MHC is HLA-A03:01 with pseudo-sequence HLA-A03:01. The binding affinity (normalized) is 0.536. (7) The peptide sequence is HPRVSSEVHI. The MHC is HLA-A29:02 with pseudo-sequence HLA-A29:02. The binding affinity (normalized) is 0.00450. (8) The peptide sequence is RGYVFQGL. The MHC is HLA-A02:02 with pseudo-sequence HLA-A02:02. The binding affinity (normalized) is 0.